This data is from Reaction yield outcomes from USPTO patents with 853,638 reactions. The task is: Predict the reaction yield, written as a fraction of the theoretical maximum amount of product (1.0 means a 100% yield; for example, 0.34 means a 34% yield). (1) The reactants are [Cl:1][C:2]1[C:27]([OH:28])=[N:26][C:5]2[N:6]=[C:7]([N:13]3[CH2:16][CH:15]([N:17](C)[C:18](=O)OC(C)(C)C)[CH2:14]3)[C:8]3[N:9]([CH:10]=[N:11][N:12]=3)[C:4]=2[CH:3]=1.Cl.CCOCC. The catalyst is O1CCOCC1. The product is [ClH:1].[Cl:1][C:2]1[C:27]([OH:28])=[N:26][C:5]2[N:6]=[C:7]([N:13]3[CH2:14][CH:15]([NH:17][CH3:18])[CH2:16]3)[C:8]3[N:9]([CH:10]=[N:11][N:12]=3)[C:4]=2[CH:3]=1. The yield is 0.430. (2) The reactants are [N:1]1[C:10]2[C:5](=[CH:6][CH:7]=[CH:8][C:9]=2[OH:11])[CH:4]=[CH:3][C:2]=1[OH:12].C([O-])([O-])=O.[K+].[K+].[CH2:19](Br)[C:20]1[CH:25]=[CH:24][CH:23]=[CH:22][CH:21]=1.CN(C=O)C. The catalyst is O. The product is [CH2:19]([O:11][C:9]1[CH:8]=[CH:7][CH:6]=[C:5]2[C:10]=1[N:1]=[C:2]([OH:12])[CH:3]=[CH:4]2)[C:20]1[CH:25]=[CH:24][CH:23]=[CH:22][CH:21]=1. The yield is 0.850. (3) The reactants are C(OC([NH:8][CH:9]([CH2:13][C:14]1[CH:19]=[CH:18][CH:17]=[C:16]([C:20]2[CH:21]=[C:22]3[C:28]([C:29]4[CH:34]=[CH:33][CH:32]=[CH:31][C:30]=4[O:35][CH3:36])=[CH:27][N:26](S(C4C=CC(C)=CC=4)(=O)=O)[C:23]3=[N:24][CH:25]=2)[CH:15]=1)C(O)=O)=O)(C)(C)C.[CH3:47][NH:48][CH3:49].[CH:50](N(C(C)C)CC)(C)C.[OH-:59].[K+]. The catalyst is CN(C=O)C.CO. The product is [NH2:8][CH:9]([CH2:13][C:14]1[CH:19]=[CH:18][CH:17]=[C:16]([C:20]2[CH:21]=[C:22]3[C:28]([C:29]4[CH:34]=[CH:33][CH:32]=[CH:31][C:30]=4[O:35][CH3:36])=[CH:27][NH:26][C:23]3=[N:24][CH:25]=2)[CH:15]=1)[C:47]([N:48]([CH3:50])[CH3:49])=[O:59]. The yield is 0.350.